From a dataset of Forward reaction prediction with 1.9M reactions from USPTO patents (1976-2016). Predict the product of the given reaction. (1) Given the reactants C[O:2][C:3](=[O:22])[CH2:4][CH2:5][N:6]1[C:11]2[CH:12]=[C:13]([CH3:17])[CH:14]=[C:15]([CH3:16])[C:10]=2[O:9][C@H:8]([CH:18]([CH3:20])[CH3:19])[C:7]1=[O:21].[OH-].[Na+], predict the reaction product. The product is: [CH:18]([C@@H:8]1[C:7](=[O:21])[N:6]([CH2:5][CH2:4][C:3]([OH:22])=[O:2])[C:11]2[CH:12]=[C:13]([CH3:17])[CH:14]=[C:15]([CH3:16])[C:10]=2[O:9]1)([CH3:20])[CH3:19]. (2) Given the reactants C[O:2][C:3](=[O:28])[C:4]1[CH:9]=[CH:8][C:7]([NH:10][CH:11]2[CH2:16][CH2:15][CH2:14][CH2:13][CH:12]2[CH2:17][CH3:18])=[C:6]([NH:19][C:20](=O)[CH2:21][C:22]2[S:23][CH:24]=[CH:25][CH:26]=2)[CH:5]=1.Cl.O, predict the reaction product. The product is: [CH2:17]([CH:12]1[CH2:13][CH2:14][CH2:15][CH2:16][CH:11]1[N:10]1[C:7]2[CH:8]=[CH:9][C:4]([C:3]([OH:2])=[O:28])=[CH:5][C:6]=2[N:19]=[C:20]1[CH2:21][C:22]1[S:23][CH:24]=[CH:25][CH:26]=1)[CH3:18]. (3) Given the reactants [CH3:1][C:2]1[CH:3]=[CH:4][CH:5]=[C:6]2[C:10]=1[N:9]([CH2:11][CH2:12][OH:13])[CH:8]=[CH:7]2.CCN(C(C)C)C(C)C.[CH3:23][S:24](Cl)(=[O:26])=[O:25], predict the reaction product. The product is: [CH3:1][C:2]1[CH:3]=[CH:4][CH:5]=[C:6]2[C:10]=1[N:9]([CH2:11][CH2:12][O:13][S:24]([CH3:23])(=[O:26])=[O:25])[CH:8]=[CH:7]2. (4) Given the reactants [CH2:1]([C:10]1[CH:15]=[CH:14][C:13]([CH2:16][N:17]2[CH2:21][CH2:20][C:19]([C:23]([O:25]C)=[O:24])(F)[CH2:18]2)=[CH:12][CH:11]=1)[CH2:2][CH2:3][CH2:4][CH2:5][CH2:6][CH2:7][CH2:8][CH3:9].C(Cl)Cl.C[OH:31].[NH4+].[OH-], predict the reaction product. The product is: [CH2:1]([C:10]1[CH:15]=[CH:14][C:13]([CH2:16][N:17]2[CH2:21][CH2:20][C:19]([C:23]([OH:25])=[O:24])([OH:31])[CH2:18]2)=[CH:12][CH:11]=1)[CH2:2][CH2:3][CH2:4][CH2:5][CH2:6][CH2:7][CH2:8][CH3:9].